From a dataset of Full USPTO retrosynthesis dataset with 1.9M reactions from patents (1976-2016). Predict the reactants needed to synthesize the given product. Given the product [Cl:28][C:25]1[CH:26]=[CH:27][C:22]([CH2:21][CH:17]([NH:16][C:14](=[O:15])[O:13][CH2:10][CH:11]=[CH2:12])[C:18](=[O:20])[N:34]([CH2:33][CH:32]([O:31][CH2:29][CH3:30])[O:38][CH2:39][CH3:40])[CH:35]([CH3:36])[CH3:37])=[CH:23][CH:24]=1, predict the reactants needed to synthesize it. The reactants are: CC(C)N=C=NC(C)C.[CH2:10]([O:13][C:14]([NH:16][CH:17]([CH2:21][C:22]1[CH:27]=[CH:26][C:25]([Cl:28])=[CH:24][CH:23]=1)[C:18]([OH:20])=O)=[O:15])[CH:11]=[CH2:12].[CH2:29]([O:31][CH:32]([O:38][CH2:39][CH3:40])[CH2:33][NH:34][CH:35]([CH3:37])[CH3:36])[CH3:30].C1C=NC2N(O)N=NC=2C=1.